This data is from Full USPTO retrosynthesis dataset with 1.9M reactions from patents (1976-2016). The task is: Predict the reactants needed to synthesize the given product. Given the product [C:1](/[C:3](=[C:5]1/[C:6]2[CH:35]=[CH:34][C:33]([F:36])=[CH:32][C:7]=2[O:8][CH2:9][C:12]2[CH:13]=[C:14]([CH2:16][N:17]3[C:21]4[CH:22]=[CH:23][CH:24]=[C:25]([C:26]([NH2:39])=[O:28])[C:20]=4[N:19]=[C:18]3[CH2:29][CH2:30][CH3:31])[CH:15]=[CH:10][C:11]/1=2)/[CH3:4])#[N:2], predict the reactants needed to synthesize it. The reactants are: [C:1](/[C:3](=[C:5]1/[C:6]2[CH:35]=[CH:34][C:33]([F:36])=[CH:32][C:7]=2[O:8][CH2:9][C:10]2[CH:15]=[C:14]([CH2:16][N:17]3[C:21]4[CH:22]=[CH:23][CH:24]=[C:25]([C:26]([OH:28])=O)[C:20]=4[N:19]=[C:18]3[CH2:29][CH2:30][CH3:31])[CH:13]=[CH:12][C:11]/1=2)/[CH3:4])#[N:2].C(N1C=CN=C1)([N:39]1C=CN=C1)=O.N.Cl.